From a dataset of Forward reaction prediction with 1.9M reactions from USPTO patents (1976-2016). Predict the product of the given reaction. (1) The product is: [N:33]1[CH:38]=[CH:37][CH:36]=[N:35][C:34]=1[CH2:39][CH2:40][CH2:41][C:42](=[O:43])[CH2:1][S:2]([N:5]1[CH2:6][CH2:7][N:8]([C:11]2[N:12]=[CH:13][C:14]([O:17][CH2:18][C:19]([F:22])([F:20])[F:21])=[CH:15][N:16]=2)[CH2:9][CH2:10]1)(=[O:4])=[O:3]. Given the reactants [CH3:1][S:2]([N:5]1[CH2:10][CH2:9][N:8]([C:11]2[N:16]=[CH:15][C:14]([O:17][CH2:18][C:19]([F:22])([F:21])[F:20])=[CH:13][N:12]=2)[CH2:7][CH2:6]1)(=[O:4])=[O:3].[Li+].C[Si]([N-][Si](C)(C)C)(C)C.[N:33]1[CH:38]=[CH:37][CH:36]=[N:35][C:34]=1[CH2:39][CH2:40][CH2:41][C:42](OCC)=[O:43], predict the reaction product. (2) Given the reactants [CH2:1]([N:3](CC)CC)[CH3:2].[C:8]1([CH3:18])[CH:13]=[CH:12][C:11](S(Cl)(=O)=O)=[CH:10][CH:9]=1.C[C:20](C)([O-:22])C.[K+].O.[CH2:26]1[CH2:30][O:29][CH2:28][CH2:27]1, predict the reaction product. The product is: [C:8]1([C@@H:18]2[CH2:20][O:22][CH2:2][C@H:1]3[CH2:30][CH2:26][CH2:27][C:28](=[O:29])[N:3]23)[CH:13]=[CH:12][CH:11]=[CH:10][CH:9]=1. (3) The product is: [CH3:7][O:8][CH2:9][CH2:10][O:11][CH2:12][O:13][C:14]1[CH:21]=[CH:20][C:17](/[CH:18]=[CH:23]/[C:24]([O:4][CH2:2][CH3:5])=[O:25])=[CH:16][CH:15]=1. Given the reactants C[C:2]([CH3:5])([O-:4])C.[K+].[CH3:7][O:8][CH2:9][CH2:10][O:11][CH2:12][O:13][C:14]1[CH:21]=[CH:20][C:17]([CH:18]=O)=[CH:16][CH:15]=1.C1C[O:25][CH2:24][CH2:23]1, predict the reaction product. (4) The product is: [CH2:22]([O:21][C:19](=[O:20])[NH:18][CH:5]1[C:4](=[O:3])[N:34]([CH2:30][CH:31]([CH3:33])[CH3:32])[CH2:16][C:8]2[C:9]3[CH:10]=[N:11][NH:12][C:13]=3[CH:14]=[CH:15][C:7]=2[CH2:6]1)[C:23]1[CH:28]=[CH:27][CH:26]=[CH:25][CH:24]=1. Given the reactants Cl.C[O:3][C:4](=O)[CH:5]([NH:18][C:19]([O:21][CH2:22][C:23]1[CH:28]=[CH:27][CH:26]=[CH:25][CH:24]=1)=[O:20])[CH2:6][C:7]1[C:8]([CH2:16]Cl)=[C:9]2[C:13](=[CH:14][CH:15]=1)[NH:12][N:11]=[CH:10]2.[CH2:30]([NH2:34])[CH:31]([CH3:33])[CH3:32].C(O)(=O)C, predict the reaction product. (5) Given the reactants [OH:1][C:2]1[C:7]([CH2:8][CH2:9][CH3:10])=[C:6]([O:11][CH2:12][C:13]2[CH:18]=[CH:17][C:16]([N+:19]([O-])=O)=[CH:15][CH:14]=2)[CH:5]=[CH:4][C:3]=1[C:22](=[O:24])[CH3:23].Cl, predict the reaction product. The product is: [NH2:19][C:16]1[CH:17]=[CH:18][C:13]([CH2:12][O:11][C:6]2[CH:5]=[CH:4][C:3]([C:22](=[O:24])[CH3:23])=[C:2]([OH:1])[C:7]=2[CH2:8][CH2:9][CH3:10])=[CH:14][CH:15]=1. (6) Given the reactants C([C:3]1[C:12](=[O:13])[C:11]2[C:6](=[CH:7][C:8]([OH:14])=[CH:9][CH:10]=2)[O:5][CH:4]=1)=O.C([O-])([O-])=O.[K+].[K+].Cl, predict the reaction product. The product is: [OH:14][C:8]1[CH:7]=[C:6]2[C:11]([C:12](=[O:13])[CH:3]=[CH:4][O:5]2)=[CH:10][CH:9]=1. (7) Given the reactants [C:1]([C:5]1[CH:10]=[C:9]([SH:11])[CH:8]=[C:7]([C:12]([CH3:15])([CH3:14])[CH3:13])[C:6]=1[OH:16])([CH3:4])([CH3:3])[CH3:2].[C:17]([O:21][C:22]([N:24]1[CH2:29][CH2:28][C:27](=[CH:30][C:31]([O:33][CH2:34][CH3:35])=[O:32])[CH2:26][CH2:25]1)=[O:23])([CH3:20])([CH3:19])[CH3:18], predict the reaction product. The product is: [C:17]([O:21][C:22]([N:24]1[CH2:29][CH2:28][C:27]([S:11][C:9]2[CH:8]=[C:7]([C:12]([CH3:15])([CH3:14])[CH3:13])[C:6]([OH:16])=[C:5]([C:1]([CH3:4])([CH3:3])[CH3:2])[CH:10]=2)([CH2:30][C:31]([O:33][CH2:34][CH3:35])=[O:32])[CH2:26][CH2:25]1)=[O:23])([CH3:20])([CH3:19])[CH3:18]. (8) Given the reactants [CH3:1][O:2][C:3]1[CH:4]=[C:5]2[C:10](=[CH:11][C:12]=1[O:13][CH3:14])[N:9]=[CH:8][CH:7]=[C:6]2[O:15][C:16]1[C:22]([CH3:23])=[CH:21][C:19]([NH2:20])=[C:18]([CH3:24])[CH:17]=1.C1(C)C=CC=CC=1.C(N(CC)CC)C.ClC(Cl)(O[C:43](=[O:49])[O:44][C:45](Cl)(Cl)Cl)Cl.[Cl:51][C:52]1[CH:57]=[CH:56][C:55]([S:58][CH2:59][CH2:60]CO)=[C:54]([CH3:63])[CH:53]=1, predict the reaction product. The product is: [CH3:1][O:2][C:3]1[CH:4]=[C:5]2[C:10](=[CH:11][C:12]=1[O:13][CH3:14])[N:9]=[CH:8][CH:7]=[C:6]2[O:15][C:16]1[C:22]([CH3:23])=[CH:21][C:19]([NH:20][C:43](=[O:49])[O:44][CH2:45][CH2:60][CH2:59][S:58][C:55]2[CH:56]=[CH:57][C:52]([Cl:51])=[CH:53][C:54]=2[CH3:63])=[C:18]([CH3:24])[CH:17]=1. (9) Given the reactants O=[C:2]([C:9]1[CH:14]=[CH:13][CH:12]=[CH:11][CH:10]=1)[CH2:3][C:4]([O:6]CC)=O.[NH2:15][C:16]([NH2:18])=[O:17], predict the reaction product. The product is: [C:9]1([C:2]2[NH:18][C:16](=[O:17])[NH:15][C:4](=[O:6])[CH:3]=2)[CH:10]=[CH:11][CH:12]=[CH:13][CH:14]=1. (10) Given the reactants [Br:1][C:2]1[C:10]2[O:9][C:8]([S:11](Cl)(=[O:13])=[O:12])=[C:7]([CH2:15][C:16]3[CH:21]=[CH:20][CH:19]=[C:18]([F:22])[CH:17]=3)[C:6]=2[CH:5]=[C:4]([F:23])[CH:3]=1.S([O-])([O-])=O.[Na+].[Na+].[C:30](=O)(O)[O-].[Na+].CI, predict the reaction product. The product is: [Br:1][C:2]1[C:10]2[O:9][C:8]([S:11]([CH3:30])(=[O:13])=[O:12])=[C:7]([CH2:15][C:16]3[CH:21]=[CH:20][CH:19]=[C:18]([F:22])[CH:17]=3)[C:6]=2[CH:5]=[C:4]([F:23])[CH:3]=1.